This data is from Peptide-MHC class I binding affinity with 185,985 pairs from IEDB/IMGT. The task is: Regression. Given a peptide amino acid sequence and an MHC pseudo amino acid sequence, predict their binding affinity value. This is MHC class I binding data. The peptide sequence is SRARIKTRL. The MHC is HLA-B35:01 with pseudo-sequence HLA-B35:01. The binding affinity (normalized) is 0.0847.